From a dataset of Forward reaction prediction with 1.9M reactions from USPTO patents (1976-2016). Predict the product of the given reaction. (1) The product is: [CH3:1][N:2]1[C:6]([CH3:7])=[C:5]([C@H:8]([NH:19][C@@H:17]([C:11]2[CH:16]=[CH:15][CH:14]=[CH:13][CH:12]=2)[CH3:18])[CH3:9])[CH:4]=[N:3]1. Given the reactants [CH3:1][N:2]1[C:6]([CH3:7])=[C:5]([C:8](=O)[CH3:9])[CH:4]=[N:3]1.[C:11]1([C@H:17]([NH2:19])[CH3:18])[CH:16]=[CH:15][CH:14]=[CH:13][CH:12]=1.C(O)C.[BH4-].[Na+], predict the reaction product. (2) Given the reactants [NH2:1][C:2]1[N:7]=[C:6](Cl)[CH:5]=[C:4]([Cl:9])[N:3]=1.[CH3:10][O:11][C:12]1[CH:19]=[CH:18][C:15]([NH:16][CH3:17])=[CH:14][CH:13]=1.Cl.C([O-])([O-])=O.[Na+].[Na+], predict the reaction product. The product is: [Cl:9][C:4]1[N:3]=[C:2]([NH2:1])[N:7]=[C:6]([N:16]([C:15]2[CH:18]=[CH:19][C:12]([O:11][CH3:10])=[CH:13][CH:14]=2)[CH3:17])[CH:5]=1. (3) Given the reactants Cl[C:2]1[CH:3]=[CH:4][C:5]2[CH2:6][N:7]([CH3:19])[CH2:8][CH:9]([C:13]3[CH:18]=[CH:17][CH:16]=[CH:15][CH:14]=3)[O:10][C:11]=2[N:12]=1.[CH3:20][O:21][C:22]1[CH:23]=[C:24]([CH:26]=[CH:27][C:28]=1[N:29]1[CH:33]=[C:32]([CH3:34])[N:31]=[CH:30]1)[NH2:25].C1(P(C2CCCCC2)C2C=CC=CC=2C2C=CC=CC=2)CCCCC1, predict the reaction product. The product is: [CH3:20][O:21][C:22]1[CH:23]=[C:24]([NH:25][C:2]2[CH:3]=[CH:4][C:5]3[CH2:6][N:7]([CH3:19])[CH2:8][CH:9]([C:13]4[CH:18]=[CH:17][CH:16]=[CH:15][CH:14]=4)[O:10][C:11]=3[N:12]=2)[CH:26]=[CH:27][C:28]=1[N:29]1[CH:33]=[C:32]([CH3:34])[N:31]=[CH:30]1.